This data is from Peptide-MHC class I binding affinity with 185,985 pairs from IEDB/IMGT. The task is: Regression. Given a peptide amino acid sequence and an MHC pseudo amino acid sequence, predict their binding affinity value. This is MHC class I binding data. (1) The binding affinity (normalized) is 0.650. The MHC is HLA-A29:02 with pseudo-sequence HLA-A29:02. The peptide sequence is DTTTDISKY. (2) The peptide sequence is TTADHMHML. The MHC is HLA-A03:01 with pseudo-sequence HLA-A03:01. The binding affinity (normalized) is 0.0847. (3) The peptide sequence is EYIDSAWEW. The binding affinity (normalized) is 0. The MHC is HLA-A30:02 with pseudo-sequence HLA-A30:02. (4) The peptide sequence is AWPLIVTAL. The MHC is HLA-A24:02 with pseudo-sequence HLA-A24:02. The binding affinity (normalized) is 0.